This data is from Reaction yield outcomes from USPTO patents with 853,638 reactions. The task is: Predict the reaction yield, written as a fraction of the theoretical maximum amount of product (1.0 means a 100% yield; for example, 0.34 means a 34% yield). (1) The catalyst is O1CCCC1. The reactants are [Cl:1][C:2]1[CH:7]=[CH:6][CH:5]=[C:4]([C:8]([F:11])([F:10])[F:9])[N:3]=1.[Cl-].[Li+].Cl[Mg]N1C(C)(C)CCCC1(C)C.[C:26]([O:30][C:31](O[C:31]([O:30][C:26]([CH3:29])([CH3:28])[CH3:27])=[O:32])=[O:32])([CH3:29])([CH3:28])[CH3:27]. The yield is 0.450. The product is [Cl:1][C:2]1[CH:7]=[C:6]([CH:5]=[C:4]([C:8]([F:9])([F:10])[F:11])[N:3]=1)[C:31]([O:30][C:26]([CH3:29])([CH3:28])[CH3:27])=[O:32]. (2) The reactants are [CH3:1][O:2][C:3]1[CH:4]=[C:5]2[C:10](=[CH:11][C:12]=1[O:13][CH3:14])[N:9]=[CH:8][CH:7]=[C:6]2[O:15][C:16]1[CH:22]=[CH:21][C:19]([NH2:20])=[CH:18][CH:17]=1.C(O)C.[CH3:26][C:27]1[CH:32]=[CH:31][C:30]([C:33]([N:35]=[C:36]=[S:37])=[O:34])=[CH:29][CH:28]=1. The catalyst is C1(C)C=CC=CC=1. The product is [CH3:1][O:2][C:3]1[CH:4]=[C:5]2[C:10](=[CH:11][C:12]=1[O:13][CH3:14])[N:9]=[CH:8][CH:7]=[C:6]2[O:15][C:16]1[CH:22]=[CH:21][C:19]([NH:20][C:36]([NH:35][C:33](=[O:34])[C:30]2[CH:31]=[CH:32][C:27]([CH3:26])=[CH:28][CH:29]=2)=[S:37])=[CH:18][CH:17]=1. The yield is 0.890. (3) The reactants are [C:1]([NH:4][CH2:5][CH:6]1[O:10][C:9](=[O:11])[N:8]([C:12]2[CH:17]=[CH:16][C:15]([C:18]3[CH:23]=[CH:22][C:21]([CH2:24]OS(C)(=O)=O)=[CH:20][CH:19]=3)=[C:14]([F:30])[CH:13]=2)[CH2:7]1)(=[O:3])[CH3:2].[N-:31]=[N+:32]=[N-:33].[Na+].O. The catalyst is CN(C)C=O. The product is [N:31]([CH2:24][C:21]1[CH:20]=[CH:19][C:18]([C:15]2[CH:16]=[CH:17][C:12]([N:8]3[CH2:7][CH:6]([CH2:5][NH:4][C:1](=[O:3])[CH3:2])[O:10][C:9]3=[O:11])=[CH:13][C:14]=2[F:30])=[CH:23][CH:22]=1)=[N+:32]=[N-:33]. The yield is 0.880. (4) The reactants are [C:1]1([CH:7]([C:14]2[CH:19]=[CH:18][C:17]([C:20]([F:23])([F:22])[F:21])=[CH:16][CH:15]=2)[CH:8]2[CH2:13][CH2:12][NH:11][CH2:10][CH2:9]2)[CH:6]=[CH:5][CH:4]=[CH:3][CH:2]=1.C(N(CC)CC)C.Br[CH2:32][C:33]([O:35][CH2:36][CH3:37])=[O:34].C(OCC)(=O)C. The catalyst is CC#N.CCCCCC. The product is [C:1]1([CH:7]([C:14]2[CH:15]=[CH:16][C:17]([C:20]([F:23])([F:21])[F:22])=[CH:18][CH:19]=2)[CH:8]2[CH2:9][CH2:10][N:11]([CH2:32][C:33]([O:35][CH2:36][CH3:37])=[O:34])[CH2:12][CH2:13]2)[CH:2]=[CH:3][CH:4]=[CH:5][CH:6]=1. The yield is 0.520. (5) The reactants are [C:1]([N:4]1[C:13]2[C:8](=[CH:9][C:10]([F:14])=[CH:11][CH:12]=2)[C@H:7]([OH:15])[CH2:6][C@@H:5]1[CH3:16])(=[O:3])[CH3:2].[C:17]1(O)[CH:22]=[CH:21][CH:20]=[CH:19][CH:18]=1. No catalyst specified. The product is [C:1]([N:4]1[C:13]2[C:8](=[CH:9][C:10]([F:14])=[CH:11][CH:12]=2)[C@H:7]([O:15][C:17]2[CH:22]=[CH:21][CH:20]=[CH:19][CH:18]=2)[CH2:6][C@@H:5]1[CH3:16])(=[O:3])[CH3:2]. The yield is 0.630. (6) The reactants are C(OC(N1CCC(C(O[C:21]2[CH:43]=[CH:42][C:24]3[C:25]4[N:29]([CH2:30][CH2:31][O:32][C:23]=3[CH:22]=2)[CH:28]=[C:27]([C:33]2[N:34]([CH:39]([CH3:41])[CH3:40])[N:35]=[C:36]([CH3:38])[N:37]=2)[N:26]=4)CC)CC1)=O)C1C=CC=CC=1.[CH2:44]([O:51][C:52]([N:54]1[CH2:59][CH2:58][CH:57]([CH:60]([O:65]S(C(F)(F)F)(=O)=O)[C:61]([F:64])([F:63])[F:62])[CH2:56][CH2:55]1)=[O:53])[C:45]1[CH:50]=[CH:49][CH:48]=[CH:47][CH:46]=1.C([O-])([O-])=O.[Cs+].[Cs+]. The catalyst is CN(C=O)C. The product is [CH2:44]([O:51][C:52]([N:54]1[CH2:59][CH2:58][CH:57]([CH:60]([O:65][C:21]2[CH:43]=[CH:42][C:24]3[C:25]4[N:29]([CH2:30][CH2:31][O:32][C:23]=3[CH:22]=2)[CH:28]=[C:27]([C:33]2[N:34]([CH:39]([CH3:41])[CH3:40])[N:35]=[C:36]([CH3:38])[N:37]=2)[N:26]=4)[C:61]([F:64])([F:63])[F:62])[CH2:56][CH2:55]1)=[O:53])[C:45]1[CH:50]=[CH:49][CH:48]=[CH:47][CH:46]=1. The yield is 0.370. (7) The reactants are [Br:1][C:2]1[CH:10]=[CH:9][CH:8]=[C:7]2[C:3]=1[CH:4]([C:17]1[C:25]([OH:26])=[CH:24][C:20]3[O:21][CH2:22][O:23][C:19]=3[CH:18]=1)[C:5](=[O:16])[N:6]2[CH2:11][CH2:12][CH2:13][CH2:14][CH3:15].C(N(CC)CC)C.Cl[Si](C)(C)C.[CH2:39]=[O:40].FC(F)(F)S([O-])(=O)=O.[Yb+3].FC(F)(F)S([O-])(=O)=O.FC(F)(F)S([O-])(=O)=O. The catalyst is ClCCl. The product is [Br:1][C:2]1[CH:10]=[CH:9][CH:8]=[C:7]2[C:3]=1[C:4]([C:17]1[C:25]([OH:26])=[CH:24][C:20]3[O:21][CH2:22][O:23][C:19]=3[CH:18]=1)([CH2:39][OH:40])[C:5](=[O:16])[N:6]2[CH2:11][CH2:12][CH2:13][CH2:14][CH3:15]. The yield is 0.790. (8) The reactants are C(OC([N:8]1[CH2:13][CH2:12][N:11]([C:14]2[CH:15]=[CH:16][CH:17]=[C:18]3[C:22]=2[N:21]([CH3:23])[C:20]([CH3:24])=[C:19]3[S:25]([C:28]2[CH:33]=[CH:32][CH:31]=[CH:30][CH:29]=2)(=[O:27])=[O:26])[CH2:10][CH2:9]1)=O)(C)(C)C.[ClH:34]. The catalyst is O1CCOCC1. The product is [ClH:34].[CH3:23][N:21]1[C:22]2[C:18](=[CH:17][CH:16]=[CH:15][C:14]=2[N:11]2[CH2:10][CH2:9][NH:8][CH2:13][CH2:12]2)[C:19]([S:25]([C:28]2[CH:33]=[CH:32][CH:31]=[CH:30][CH:29]=2)(=[O:26])=[O:27])=[C:20]1[CH3:24]. The yield is 0.790. (9) The reactants are [OH:1][C:2]1[CH:10]=[C:9]2[C:5]([CH2:6][CH2:7][C:8]2=[O:11])=[CH:4][CH:3]=1.[CH:12]1([CH2:16]O)[CH2:15][CH2:14][CH2:13]1.[C:18]1(P([C:20]2[CH:21]=[CH:22]C=[CH:18][CH:19]=2)[C:20]2[CH:21]=[CH:22]C=[CH:18][CH:19]=2)C=[CH:22][CH:21]=[CH:20][CH:19]=1.N(C(OC(C)C)=O)=NC(OC(C)C)=[O:40]. The product is [CH:12]1([CH2:16][O:1][C:2]2[CH:10]=[C:9]3[C:5]([CH2:6][C:7]4([CH2:22][CH2:21][C:20](=[O:40])[CH2:19][CH2:18]4)[C:8]3=[O:11])=[CH:4][CH:3]=2)[CH2:13][CH2:14][CH2:15]1. The yield is 0.580. The catalyst is C1COCC1. (10) The reactants are [Cl:1][C:2]1[CH:3]=[C:4]([CH:6]=[C:7]([F:10])[C:8]=1[F:9])N.N([O-])=O.[Na+].[BrH:15]. The catalyst is O.[Cu]Br. The product is [Br:15][C:4]1[CH:6]=[C:7]([F:10])[C:8]([F:9])=[C:2]([Cl:1])[CH:3]=1. The yield is 0.683.